Dataset: NCI-60 drug combinations with 297,098 pairs across 59 cell lines. Task: Regression. Given two drug SMILES strings and cell line genomic features, predict the synergy score measuring deviation from expected non-interaction effect. (1) Drug 1: CC1=CC=C(C=C1)C2=CC(=NN2C3=CC=C(C=C3)S(=O)(=O)N)C(F)(F)F. Drug 2: C1CNP(=O)(OC1)N(CCCl)CCCl. Cell line: SW-620. Synergy scores: CSS=-3.38, Synergy_ZIP=2.49, Synergy_Bliss=2.16, Synergy_Loewe=-0.645, Synergy_HSA=-1.86. (2) Drug 1: CCC(=C(C1=CC=CC=C1)C2=CC=C(C=C2)OCCN(C)C)C3=CC=CC=C3.C(C(=O)O)C(CC(=O)O)(C(=O)O)O. Drug 2: CC1=C(C(=CC=C1)Cl)NC(=O)C2=CN=C(S2)NC3=CC(=NC(=N3)C)N4CCN(CC4)CCO. Cell line: KM12. Synergy scores: CSS=-4.12, Synergy_ZIP=1.67, Synergy_Bliss=1.49, Synergy_Loewe=-3.16, Synergy_HSA=-2.35. (3) Drug 1: CC12CCC3C(C1CCC2=O)CC(=C)C4=CC(=O)C=CC34C. Drug 2: CC1=C(C=C(C=C1)C(=O)NC2=CC(=CC(=C2)C(F)(F)F)N3C=C(N=C3)C)NC4=NC=CC(=N4)C5=CN=CC=C5. Cell line: RPMI-8226. Synergy scores: CSS=40.4, Synergy_ZIP=2.60, Synergy_Bliss=3.39, Synergy_Loewe=0.109, Synergy_HSA=-0.613. (4) Drug 1: CC1=C(C(=O)C2=C(C1=O)N3CC4C(C3(C2COC(=O)N)OC)N4)N. Drug 2: C(CCl)NC(=O)N(CCCl)N=O. Cell line: CAKI-1. Synergy scores: CSS=3.74, Synergy_ZIP=-0.807, Synergy_Bliss=-0.575, Synergy_Loewe=-0.604, Synergy_HSA=-0.291. (5) Drug 1: C1C(C(OC1N2C=NC3=C(N=C(N=C32)Cl)N)CO)O. Drug 2: CCN(CC)CCNC(=O)C1=C(NC(=C1C)C=C2C3=C(C=CC(=C3)F)NC2=O)C. Cell line: SF-268. Synergy scores: CSS=6.59, Synergy_ZIP=-3.20, Synergy_Bliss=-0.113, Synergy_Loewe=-0.0704, Synergy_HSA=0.442.